From a dataset of Catalyst prediction with 721,799 reactions and 888 catalyst types from USPTO. Predict which catalyst facilitates the given reaction. (1) Reactant: [C:1]([O:6][CH2:7][CH2:8][CH2:9][CH2:10][O:11][N+]([O-])=O)(=[O:5])[CH2:2][CH2:3][CH3:4]. Product: [C:1]([O:6][CH2:7][CH2:8][CH2:9][CH2:10][OH:11])(=[O:5])[CH2:2][CH2:3][CH3:4]. The catalyst class is: 6. (2) Reactant: [N+](CCCC)(CCCC)(CCCC)[CH2:2]CCC.[F-].O.O.O.[C:22]1([CH3:29])[C:23]([CH3:28])=[CH:24][CH:25]=[CH:26][CH:27]=1.O. Product: [CH2:26]([C:27]1[CH2:22][CH:29]=1)[CH2:25][CH2:24][CH2:23][CH2:28][CH3:2]. The catalyst class is: 16. (3) Reactant: [C:1]1([CH2:7][O:8][C:9](=[O:41])[N:10]([CH2:12][C:13]2[CH:18]=[CH:17][C:16]([C:19]3[CH:20]=[C:21]4[C:26](=[CH:27][CH:28]=3)[N:25]([C:29](=[O:31])[CH3:30])[C@@H:24]([CH3:32])[CH2:23][C@H:22]4[NH:33]C(OC(C)(C)C)=O)=[CH:15][CH:14]=2)[CH3:11])[CH:6]=[CH:5][CH:4]=[CH:3][CH:2]=1.C(Cl)(=O)C. Product: [C:29]([N:25]1[C:26]2[C:21](=[CH:20][C:19]([C:16]3[CH:17]=[CH:18][C:13]([CH2:12][N:10]([CH3:11])[C:9](=[O:41])[O:8][CH2:7][C:1]4[CH:2]=[CH:3][CH:4]=[CH:5][CH:6]=4)=[CH:14][CH:15]=3)=[CH:28][CH:27]=2)[C@H:22]([NH2:33])[CH2:23][C@@H:24]1[CH3:32])(=[O:31])[CH3:30]. The catalyst class is: 5. (4) Reactant: [N:1]1[CH:6]=[C:5]([CH3:7])[CH:4]=[CH:3][C:2]=1[CH3:8].[Se](=O)=O.S(=O)(=O)(O)[OH:13].[C:17](=O)([O-])[OH:18].[Na+]. Product: [CH3:7][C:5]1[CH:4]=[CH:3][C:2]([C:8]([O:18][CH3:17])=[O:13])=[N:1][CH:6]=1. The catalyst class is: 858. (5) The catalyst class is: 17. Product: [F:1][C:2]1[CH:21]=[CH:20][CH:19]=[CH:18][C:3]=1[CH2:4][N:5]1[C:9]([C:10]2[S:11][CH:12]=[CH:13][N:14]=2)=[N:8][C:7]([C:15]2[N:16]=[C:27]([NH2:28])[CH:26]=[CH:25][N:17]=2)=[N:6]1. Reactant: [F:1][C:2]1[CH:21]=[CH:20][CH:19]=[CH:18][C:3]=1[CH2:4][N:5]1[C:9]([C:10]2[S:11][CH:12]=[CH:13][N:14]=2)=[N:8][C:7]([C:15](=[NH:17])[NH2:16])=[N:6]1.C(O[CH:25]=[CH:26][C:27]#[N:28])C.C1CCN2C(=NCCC2)CC1.CC#N.CO.